Dataset: Reaction yield outcomes from USPTO patents with 853,638 reactions. Task: Predict the reaction yield, written as a fraction of the theoretical maximum amount of product (1.0 means a 100% yield; for example, 0.34 means a 34% yield). (1) The reactants are [N:1]1([C:4]([C:6]2[CH:11]=[CH:10][C:9]([N+:12]([O-])=O)=[C:8]([O:15][CH3:16])[CH:7]=2)=[O:5])[CH2:3][CH2:2]1.OCC1(OC[C@@H](O)[C@@H](O)[C@H]1O)O. The catalyst is CO.[Pd]. The product is [NH2:12][C:9]1[CH:10]=[CH:11][C:6]([C:4]([N:1]2[CH2:3][CH2:2]2)=[O:5])=[CH:7][C:8]=1[O:15][CH3:16]. The yield is 0.330. (2) The reactants are [O:1]([CH2:8][CH2:9][CH2:10]Br)[C:2]1[CH:7]=[CH:6][CH:5]=[CH:4][CH:3]=1.[I-].[K+].[NH:14]1[CH2:19][CH2:18][CH2:17][CH2:16][CH2:15]1.C([O-])=O.[NH4+]. The catalyst is C(#N)C.O. The product is [O:1]([CH2:8][CH2:9][CH2:10][N:14]1[CH2:19][CH2:18][CH2:17][CH2:16][CH2:15]1)[C:2]1[CH:7]=[CH:6][CH:5]=[CH:4][CH:3]=1. The yield is 0.980. (3) The reactants are C(Cl)(=O)C(Cl)=O.CS(C)=O.[OH:11][CH2:12][C:13]1([CH2:18][NH:19][C:20](=[O:26])[O:21][C:22]([CH3:25])([CH3:24])[CH3:23])[CH2:17][CH2:16][CH2:15][CH2:14]1.O. The catalyst is C(Cl)Cl. The product is [CH:12]([C:13]1([CH2:18][NH:19][C:20](=[O:26])[O:21][C:22]([CH3:24])([CH3:23])[CH3:25])[CH2:17][CH2:16][CH2:15][CH2:14]1)=[O:11]. The yield is 0.940. (4) The reactants are [C:1]([O:4][CH2:5][C:6]1[C:7]([N:13]2[CH2:25][CH2:24][N:16]3[C:17]4[CH2:18][CH2:19][CH2:20][CH2:21][C:22]=4[CH:23]=[C:15]3[C:14]2=[O:26])=[N:8][CH:9]=[CH:10][C:11]=1Cl)(=[O:3])[CH3:2].[B:27]1([B:27]2[O:31][C:30]([CH3:33])([CH3:32])[C:29]([CH3:35])([CH3:34])[O:28]2)[O:31][C:30]([CH3:33])([CH3:32])[C:29]([CH3:35])([CH3:34])[O:28]1.CC(C1C=C(C(C)C)C(C2C=CC=CC=2P(C2CCCCC2)C2CCCCC2)=C(C(C)C)C=1)C.C(O[K])(C)=O. The catalyst is C1C=CC(/C=C/C(/C=C/C2C=CC=CC=2)=O)=CC=1.C1C=CC(/C=C/C(/C=C/C2C=CC=CC=2)=O)=CC=1.C1C=CC(/C=C/C(/C=C/C2C=CC=CC=2)=O)=CC=1.[Pd].[Pd].O1CCOCC1. The product is [C:1]([O:4][CH2:5][C:6]1[C:7]([N:13]2[CH2:25][CH2:24][N:16]3[C:17]4[CH2:18][CH2:19][CH2:20][CH2:21][C:22]=4[CH:23]=[C:15]3[C:14]2=[O:26])=[N:8][CH:9]=[CH:10][C:11]=1[B:27]1[O:31][C:30]([CH3:33])([CH3:32])[C:29]([CH3:35])([CH3:34])[O:28]1)(=[O:3])[CH3:2]. The yield is 0.870. (5) The reactants are [Cl:1][C:2]1[CH:3]=[C:4]([CH:9]=[CH:10][N:11]=1)[C:5]([O:7][CH3:8])=[O:6].[C:12]([C:16]1[CH:17]=[C:18](B2OC(C)(C)C(C)(C)O2)[CH:19]=[CH:20][CH:21]=1)([CH3:15])([CH3:14])[CH3:13].C(=O)([O-])[O-].[K+].[K+].Cl. The catalyst is CO.Cl[Pd]Cl.O.C(Cl)Cl. The product is [ClH:1].[C:12]([C:16]1[CH:21]=[C:20]([C:2]2[CH:3]=[C:4]([CH:9]=[CH:10][N:11]=2)[C:5]([O:7][CH3:8])=[O:6])[CH:19]=[CH:18][CH:17]=1)([CH3:15])([CH3:14])[CH3:13]. The yield is 0.700. (6) The reactants are [C:1]([O:5][C:6]([N:8]1[CH:13]2[CH2:14][CH2:15][CH:9]1[C:10](=[O:25])[N:11]([C:16]1[CH:17]=[N:18][C:19]([N+:22]([O-])=O)=[CH:20][CH:21]=1)[CH2:12]2)=[O:7])([CH3:4])([CH3:3])[CH3:2]. The catalyst is CO.[Pd]. The product is [C:1]([O:5][C:6]([N:8]1[CH:13]2[CH2:14][CH2:15][CH:9]1[C:10](=[O:25])[N:11]([C:16]1[CH:17]=[N:18][C:19]([NH2:22])=[CH:20][CH:21]=1)[CH2:12]2)=[O:7])([CH3:4])([CH3:2])[CH3:3]. The yield is 0.600.